Dataset: Reaction yield outcomes from USPTO patents with 853,638 reactions. Task: Predict the reaction yield, written as a fraction of the theoretical maximum amount of product (1.0 means a 100% yield; for example, 0.34 means a 34% yield). (1) The reactants are [OH:1][C:2]1[CH:11]=[CH:10][C:9]2[C:4](=[CH:5][CH:6]=[CH:7][CH:8]=2)[C:3]=1[CH:12]=[O:13].[C:14](OC(=O)C)(=[O:16])[CH3:15]. The catalyst is N1C=CC=CC=1. The product is [C:14]([O:1][C:2]1[CH:11]=[CH:10][C:9]2[C:4](=[CH:5][CH:6]=[CH:7][CH:8]=2)[C:3]=1[CH:12]=[O:13])(=[O:16])[CH3:15]. The yield is 0.810. (2) The reactants are C([O:4][CH2:5][C@@H:6]1[C@@H:11]([O:12]C(=O)C)[C@H:10]([O:16]C(=O)C)[C@H:9]([O:20]C(=O)C)[C@@H:8]([C:24]2[CH:29]=[CH:28][CH:27]=[C:26]([NH:30][C:31](=[O:62])[NH:32][C:33]3[CH:38]=[CH:37][CH:36]=[C:35]([C@@H:39]4[C@@H:44]([O:45]C(=O)C)[C@@H:43]([O:49]C(=O)C)[C@H:42]([O:53]C(=O)C)[C@@H:41]([CH2:57][O:58]C(=O)C)[O:40]4)[CH:34]=3)[CH:25]=2)[O:7]1)(=O)C.CO[Na]. The catalyst is CO. The product is [OH:45][C@H:44]1[C@@H:43]([OH:49])[C@H:42]([OH:53])[C@@H:41]([CH2:57][OH:58])[O:40][C@@H:39]1[C:35]1[CH:34]=[C:33]([NH:32][C:31]([NH:30][C:26]2[CH:27]=[CH:28][CH:29]=[C:24]([C@@H:8]3[C@@H:9]([OH:20])[C@@H:10]([OH:16])[C@H:11]([OH:12])[C@@H:6]([CH2:5][OH:4])[O:7]3)[CH:25]=2)=[O:62])[CH:38]=[CH:37][CH:36]=1. The yield is 0.490. (3) The reactants are [Cl-].O[NH3+:3].[C:4](=[O:7])([O-])[OH:5].[Na+].CS(C)=O.[C:13]([C:15]1[CH:20]=[CH:19][CH:18]=[CH:17][C:16]=1[C:21]1[CH:26]=[CH:25][C:24]([CH2:27][C:28]2[C:29](=[O:52])[N:30]([C@H:40]3[CH2:45][CH2:44][C@H:43]([O:46][CH:47]([CH3:51])[C:48]([NH2:50])=O)[CH2:42][CH2:41]3)[C:31]3[N:32]([N:37]=[CH:38][N:39]=3)[C:33]=2[CH2:34][CH2:35][CH3:36])=[CH:23][CH:22]=1)#[N:14]. The catalyst is C(OCC)(=O)C. The product is [O:52]=[C:29]1[C:28]([CH2:27][C:24]2[CH:23]=[CH:22][C:21]([C:16]3[CH:17]=[CH:18][CH:19]=[CH:20][C:15]=3[C:13]3[NH:3][C:4](=[O:7])[O:5][N:14]=3)=[CH:26][CH:25]=2)=[C:33]([CH2:34][CH2:35][CH3:36])[N:32]2[N:37]=[CH:38][N:39]=[C:31]2[N:30]1[C@H:40]1[CH2:45][CH2:44][C@H:43]([O:46][CH:47]([CH3:51])[C:48]#[N:50])[CH2:42][CH2:41]1. The yield is 0.470. (4) The reactants are [N+:1]([O-:4])(O)=[O:2].[CH2:5]([O:8][C:9](=[O:19])[NH:10][C:11]1[C:16]([CH3:17])=[CH:15][CH:14]=[CH:13][C:12]=1[CH3:18])[CH2:6][CH3:7].C(O)(=O)C.N([O-])=O.[Na+]. The catalyst is O. The product is [CH2:5]([O:8][C:9](=[O:19])[NH:10][C:11]1[C:12]([CH3:18])=[CH:13][C:14]([N+:1]([O-:4])=[O:2])=[CH:15][C:16]=1[CH3:17])[CH2:6][CH3:7]. The yield is 0.420. (5) The reactants are C(OC([N:8]1[CH2:13][CH2:12][N:11]([C:14]2[C:23]([O:24][CH3:25])=[C:22]3[C:17]([C:18](=[O:56])[C:19]([C:29]([O:31][CH2:32][C:33](=[O:55])[NH:34][C:35]4[CH:40]=[CH:39][C:38]([CH2:41][CH:42]([P:49]([O:53]C)([O:51]C)=[O:50])[P:43]([O:47]C)([O:45]C)=[O:44])=[CH:37][CH:36]=4)=[O:30])=[CH:20][N:21]3[CH:26]3[CH2:28][CH2:27]3)=[CH:16][C:15]=2[F:57])[CH2:10][CH:9]1[CH3:58])=O)(C)(C)C.C1(N2C3C(=CC(F)=C(N4C[C@H]5[C@H](NCCC5)C4)C=3OC)C(=O)C(C(OCC(=O)NC(P(O)(O)=O)P(O)(O)=O)=O)=C2)CC1. No catalyst specified. The product is [CH3:58][CH:9]1[NH:8][CH2:13][CH2:12][N:11]([C:14]2[C:23]([O:24][CH3:25])=[C:22]3[C:17]([C:18](=[O:56])[C:19]([C:29]([O:31][CH2:32][C:33](=[O:55])[NH:34][C:35]4[CH:36]=[CH:37][C:38]([CH2:41][CH:42]([P:49]([OH:51])([OH:53])=[O:50])[P:43]([OH:45])([OH:47])=[O:44])=[CH:39][CH:40]=4)=[O:30])=[CH:20][N:21]3[CH:26]3[CH2:28][CH2:27]3)=[CH:16][C:15]=2[F:57])[CH2:10]1. The yield is 0.430. (6) The reactants are [Cl:1][C:2]1[CH:3]=[C:4]([N:11]2[C:20]3[C:15](=[CH:16][C:17]([S:21](OC4C(F)=C(F)C(F)=C(F)C=4F)(=[O:23])=[O:22])=[CH:18][CH:19]=3)[CH:14]=[CH:13][C:12]2=[O:36])[C:5]([O:9][CH3:10])=[N:6][C:7]=1[Cl:8].[O:37]1[CH:41]=[CH:40][C:39]([NH2:42])=[N:38]1.C1COCC1.C[Si]([N-][Si](C)(C)C)(C)C.[Li+]. The catalyst is Cl.CCOC(C)=O. The product is [Cl:1][C:2]1[CH:3]=[C:4]([N:11]2[C:20]3[C:15](=[CH:16][C:17]([S:21]([NH:42][C:39]4[CH:40]=[CH:41][O:37][N:38]=4)(=[O:22])=[O:23])=[CH:18][CH:19]=3)[CH:14]=[CH:13][C:12]2=[O:36])[C:5]([O:9][CH3:10])=[N:6][C:7]=1[Cl:8]. The yield is 1.00.